This data is from Forward reaction prediction with 1.9M reactions from USPTO patents (1976-2016). The task is: Predict the product of the given reaction. (1) Given the reactants C([N:4]1[C:8]2[CH:9]=[CH:10][C:11]([C:15]([O:17]C)=[O:16])=[C:12]([O:13][CH3:14])[C:7]=2[N:6]=[N:5]1)(=O)C.[OH-].[Na+], predict the reaction product. The product is: [CH3:14][O:13][C:12]1[C:7]2[N:6]=[N:5][NH:4][C:8]=2[CH:9]=[CH:10][C:11]=1[C:15]([OH:17])=[O:16]. (2) Given the reactants I[C:2]1[CH:3]=[N:4][N:5]2[CH2:10][CH2:9][N:8]([C:11]([O:13][C:14]([CH3:17])([CH3:16])[CH3:15])=[O:12])[CH2:7][C:6]=12.C([Mg]Cl)(C)C.C(O[B:27]1[O:31][C:30]([CH3:33])([CH3:32])[C:29]([CH3:35])([CH3:34])[O:28]1)(C)C, predict the reaction product. The product is: [CH3:34][C:29]1([CH3:35])[C:30]([CH3:33])([CH3:32])[O:31][B:27]([C:2]2[CH:3]=[N:4][N:5]3[CH2:10][CH2:9][N:8]([C:11]([O:13][C:14]([CH3:17])([CH3:16])[CH3:15])=[O:12])[CH2:7][C:6]=23)[O:28]1.